From a dataset of NCI-60 drug combinations with 297,098 pairs across 59 cell lines. Regression. Given two drug SMILES strings and cell line genomic features, predict the synergy score measuring deviation from expected non-interaction effect. Drug 1: CC12CCC3C(C1CCC2O)C(CC4=C3C=CC(=C4)O)CCCCCCCCCS(=O)CCCC(C(F)(F)F)(F)F. Drug 2: C1C(C(OC1N2C=NC(=NC2=O)N)CO)O. Cell line: SK-MEL-2. Synergy scores: CSS=24.9, Synergy_ZIP=-6.15, Synergy_Bliss=-1.36, Synergy_Loewe=1.41, Synergy_HSA=2.44.